This data is from Full USPTO retrosynthesis dataset with 1.9M reactions from patents (1976-2016). The task is: Predict the reactants needed to synthesize the given product. (1) Given the product [OH:14][C:13]1[C:18]([CH2:17][CH2:16][C:15]([NH:28][CH3:27])=[O:22])=[CH:19][C:20]2[CH2:21][CH:8]([C:5]3[CH:4]=[CH:3][C:2]([OH:1])=[CH:7][CH:6]=3)[CH:9]3[CH:10]([C:11]=2[CH:12]=1)[CH2:23][CH2:24][CH2:25][CH2:26]3, predict the reactants needed to synthesize it. The reactants are: [OH:1][C:2]1[CH:7]=[CH:6][C:5]([CH:8]2[CH2:21][C:20]3[C:11](=[CH:12][C:13]4[O:14][C:15](=[O:22])[CH2:16][CH2:17][C:18]=4[CH:19]=3)[CH:10]3[CH2:23][CH2:24][CH2:25][CH2:26][CH:9]23)=[CH:4][CH:3]=1.[CH3:27][NH2:28]. (2) Given the product [C:16]([Si:20]([O:26][C:24]([O:27][CH2:28][CH3:29])=[CH2:25])([CH3:23])[CH3:22])([CH3:19])([CH3:18])[CH3:17], predict the reactants needed to synthesize it. The reactants are: CC1(C)CCCC(C)(C)N1.[Li]CCCC.[C:16]([Si:20]([CH3:23])([CH3:22])Cl)([CH3:19])([CH3:18])[CH3:17].[C:24]([O:27][CH2:28][CH3:29])(=[O:26])[CH3:25]. (3) Given the product [Cl:20][C:21]1[CH:22]=[CH:23][C:24]([N:27]2[CH:31]=[CH:30][C:29]([O:32][CH2:2][C:3]3[C:8]([C:9]([F:12])([F:11])[F:10])=[CH:7][CH:6]=[CH:5][C:4]=3[N:13]3[C:17](=[O:18])[N:16]([CH3:19])[N:15]=[N:14]3)=[N:28]2)=[CH:25][CH:26]=1, predict the reactants needed to synthesize it. The reactants are: Br[CH2:2][C:3]1[C:8]([C:9]([F:12])([F:11])[F:10])=[CH:7][CH:6]=[CH:5][C:4]=1[N:13]1[C:17](=[O:18])[N:16]([CH3:19])[N:15]=[N:14]1.[Cl:20][C:21]1[CH:26]=[CH:25][C:24]([N:27]2[CH:31]=[CH:30][C:29]([OH:32])=[N:28]2)=[CH:23][CH:22]=1.C(=O)([O-])[O-].[K+].[K+].CN(C)C=O.